This data is from Catalyst prediction with 721,799 reactions and 888 catalyst types from USPTO. The task is: Predict which catalyst facilitates the given reaction. (1) Reactant: [C:1]([N:5]1[C:9](=[O:10])[C:8](Cl)=[C:7]([C:12]2[CH:17]=[CH:16][CH:15]=[CH:14][CH:13]=2)[S:6]1(=[O:19])=[O:18])([CH3:4])([CH3:3])[CH3:2].[Cl:20][C:21]1[C:22]([N:31]2[CH2:36][CH2:35][CH:34]([NH2:37])[CH2:33][CH2:32]2)=[N:23][CH:24]=[C:25]([C:27]([F:30])([F:29])[F:28])[CH:26]=1. Product: [C:1]([N:5]1[C:9](=[O:10])[C:8]([NH:37][CH:34]2[CH2:33][CH2:32][N:31]([C:22]3[C:21]([Cl:20])=[CH:26][C:25]([C:27]([F:30])([F:29])[F:28])=[CH:24][N:23]=3)[CH2:36][CH2:35]2)=[C:7]([C:12]2[CH:17]=[CH:16][CH:15]=[CH:14][CH:13]=2)[S:6]1(=[O:19])=[O:18])([CH3:4])([CH3:3])[CH3:2]. The catalyst class is: 31. (2) Reactant: O[CH2:2][C@@H:3]([CH3:16])[CH2:4][N:5]1[C:10]2[CH:11]=[CH:12][CH:13]=[CH:14][C:9]=2[S:8][CH2:7][C:6]1=[O:15].C1(P(C2C=CC=CC=2)C2C=CC=CC=2)C=CC=CC=1.N1C=CN=C1.[I:41]I. Product: [I:41][CH2:2][C@@H:3]([CH3:16])[CH2:4][N:5]1[C:10]2[CH:11]=[CH:12][CH:13]=[CH:14][C:9]=2[S:8][CH2:7][C:6]1=[O:15]. The catalyst class is: 22. (3) Reactant: [C:1]([C:3]1[CH:4]=[C:5]([CH:9]=[CH:10][C:11]=1[F:12])[C:6]([OH:8])=O)#[N:2].[C:13]([O:17][C:18]([CH3:21])([CH3:20])[CH3:19])(=[O:16])[NH:14][NH2:15].C(=O)([O-])O.[Na+]. Product: [C:1]([C:3]1[CH:4]=[C:5]([CH:9]=[CH:10][C:11]=1[F:12])[C:6]([NH:15][NH:14][C:13]([O:17][C:18]([CH3:21])([CH3:20])[CH3:19])=[O:16])=[O:8])#[N:2]. The catalyst class is: 3. (4) Reactant: C([O:5][C:6](=[O:38])[C:7]([S:10][C:11]1[S:12][CH:13]=[C:14]([CH2:16][CH2:17][N:18]([C:30]2[N:35]=[CH:34][C:33]([CH2:36][CH3:37])=[CH:32][N:31]=2)[CH2:19][C:20]2[CH:25]=[CH:24][C:23]([NH:26][CH2:27][CH2:28][CH3:29])=[CH:22][CH:21]=2)[N:15]=1)([CH3:9])[CH3:8])(C)(C)C.[ClH:39].C(OCC)(=O)C. Product: [ClH:39].[CH2:36]([C:33]1[CH:34]=[N:35][C:30]([N:18]([CH2:19][C:20]2[CH:25]=[CH:24][C:23]([NH:26][CH2:27][CH2:28][CH3:29])=[CH:22][CH:21]=2)[CH2:17][CH2:16][C:14]2[N:15]=[C:11]([S:10][C:7]([CH3:9])([CH3:8])[C:6]([OH:38])=[O:5])[S:12][CH:13]=2)=[N:31][CH:32]=1)[CH3:37]. The catalyst class is: 106. (5) Reactant: [CH3:1][S:2](Cl)(=[O:4])=[O:3].[OH:6][CH2:7][CH2:8][CH2:9][Si:10]([CH3:38])([CH3:37])[O:11][Si:12]([O:29][Si:30]([CH3:36])([CH3:35])[CH2:31][CH2:32][CH2:33][OH:34])([O:21][Si:22]([CH3:28])([CH3:27])[CH2:23][CH2:24][CH2:25][OH:26])[O:13][Si:14]([CH3:20])([CH3:19])[CH2:15][CH2:16][CH2:17][OH:18]. Product: [CH3:1][S:2]([O:6][CH2:7][CH2:8][CH2:9][Si:10]([CH3:37])([CH3:38])[O:11][Si:12]([O:29][Si:30]([CH3:35])([CH3:36])[CH2:31][CH2:32][CH2:33][O:34][S:2]([CH3:1])(=[O:4])=[O:3])([O:13][Si:14]([CH3:19])([CH3:20])[CH2:15][CH2:16][CH2:17][O:18][S:2]([CH3:1])(=[O:4])=[O:3])[O:21][Si:22]([CH3:28])([CH3:27])[CH2:23][CH2:24][CH2:25][O:26][S:2]([CH3:1])(=[O:4])=[O:3])(=[O:4])=[O:3]. The catalyst class is: 17. (6) Reactant: C([O:3][C:4](=O)[NH:5][CH2:6][CH2:7][C:8]1[CH:13]=[CH:12][CH:11]=[CH:10][C:9]=1[Cl:14])C.O=P12OP3(OP(OP(O3)(O1)=O)(=O)O2)=O. Product: [Cl:14][C:9]1[CH:10]=[CH:11][CH:12]=[C:13]2[C:8]=1[CH2:7][CH2:6][NH:5][C:4]2=[O:3]. The catalyst class is: 265. (7) Reactant: [CH:1]1[C:10]2[C:5](=[CH:6][CH:7]=[CH:8][CH:9]=2)[CH:4]=[CH:3][C:2]=1[CH:11](O)[CH3:12].P(Br)(Br)[Br:15]. Product: [Br:15][CH:11]([C:2]1[CH:3]=[CH:4][C:5]2[C:10](=[CH:9][CH:8]=[CH:7][CH:6]=2)[CH:1]=1)[CH3:12]. The catalyst class is: 11.